Dataset: Catalyst prediction with 721,799 reactions and 888 catalyst types from USPTO. Task: Predict which catalyst facilitates the given reaction. Reactant: [Cl:1][C:2]1[N:7]=[C:6]([N:8]([CH3:13])[S:9]([CH3:12])(=[O:11])=[O:10])[C:5]([F:14])=[C:4](Cl)[N:3]=1.[CH3:16][C:17]1[NH:21][N:20]=[C:19]([NH2:22])[CH:18]=1.CCN(C(C)C)C(C)C. Product: [Cl:1][C:2]1[N:7]=[C:6]([N:8]([CH3:13])[S:9]([CH3:12])(=[O:11])=[O:10])[C:5]([F:14])=[C:4]([NH:22][C:19]2[CH:18]=[C:17]([CH3:16])[NH:21][N:20]=2)[N:3]=1. The catalyst class is: 114.